The task is: Predict the reaction yield, written as a fraction of the theoretical maximum amount of product (1.0 means a 100% yield; for example, 0.34 means a 34% yield).. This data is from Reaction yield outcomes from USPTO patents with 853,638 reactions. (1) The reactants are [CH3:1][O:2][C:3]1[C:8]([O:9][CH3:10])=[CH:7][CH:6]=[CH:5][C:4]=1[OH:11].F[C:13]1[CH:18]=[CH:17][CH:16]=[CH:15][C:14]=1[N+:19]([O-:21])=[O:20].[CH3:22][O:23][C:24]1[C:37]([O:38][CH3:39])=[CH:36][CH:35]=[CH:34][C:25]=1[O:26][C:27]1[CH:33]=[CH:32][CH:31]=[CH:30][C:28]=1[NH2:29].[NH2:40][C:41]1[S:42][CH:43]=[CH:44][N:45]=1. No catalyst specified. The product is [CH3:1][O:2][C:3]1[C:8]([O:9][CH3:10])=[CH:7][CH:6]=[CH:5][C:4]=1[O:11][C:13]1[CH:18]=[CH:17][CH:16]=[CH:15][C:14]=1[N+:19]([O-:21])=[O:20].[CH3:22][O:23][C:24]1[C:37]([O:38][CH3:39])=[CH:36][CH:35]=[CH:34][C:25]=1[O:26][C:27]1[CH:33]=[CH:32][CH:31]=[CH:30][C:28]=1[NH:29][C:4]([NH:40][C:41]1[S:42][CH:43]=[CH:44][N:45]=1)=[O:11]. The yield is 0.640. (2) The catalyst is ClCCl. The yield is 0.850. The product is [CH3:8][O:9][C:10]1[C:15]([CH3:16])=[CH:14][N:13]=[C:12]([CH2:17][N:18]2[C:28]3[C:29]4[C:20]([CH2:21][CH2:22][S:23][C:24]=4[N:25]=[C:26]([NH2:30])[N:27]=3)=[N:19]2)[C:11]=1[CH3:45]. The reactants are FC(F)(F)C(O)=O.[CH3:8][O:9][C:10]1[C:15]([CH3:16])=[CH:14][N:13]=[C:12]([CH2:17][N:18]2[C:28]3[C:29]4[C:20]([CH2:21][CH2:22][S:23][C:24]=4[N:25]=[C:26]([N:30](C(OC(C)(C)C)=O)C(OC(C)(C)C)=O)[N:27]=3)=[N:19]2)[C:11]=1[CH3:45].NC1N=C(Cl)C(C(O)CC=C)=C(Cl)N=1. (3) The reactants are C(Br)(Br)(Br)Br.[CH:6]1C=CC(P(C2C=CC=CC=2)C2C=CC=CC=2)=CC=1.[CH3:25][O:26][C:27]1[CH:28]=[C:29]([CH:32]=[C:33]([O:37][CH3:38])[C:34]=1[O:35][CH3:36])[CH:30]=O.[Li]CCCC.[NH4+].[Cl-]. The catalyst is C(Cl)Cl.C1COCC1. The product is [C:30]([C:29]1[CH:32]=[C:33]([O:37][CH3:38])[C:34]([O:35][CH3:36])=[C:27]([O:26][CH3:25])[CH:28]=1)#[CH:6]. The yield is 0.790. (4) The reactants are CS(Cl)(=O)=O.OCC[N:9](CCO)[S:10]([C:13]1[CH:18]=[CH:17][C:16](C)=[CH:15][CH:14]=1)(=[O:12])=[O:11].C(N(CC)CC)C. The catalyst is ClCCl. The product is [C:13]1([S:10]([NH2:9])(=[O:12])=[O:11])[CH:18]=[CH:17][CH:16]=[CH:15][CH:14]=1. The yield is 0.857. (5) The reactants are [CH3:1][O:2][C:3]1[C:8]([N+:9]([O-])=O)=[CH:7][CH:6]=[CH:5][C:4]=1[C:12]1[O:16][C:15]([CH3:17])=[C:14]([C:18]([OH:20])=[O:19])[CH:13]=1. The catalyst is CO.[Pd]. The product is [CH3:1][O:2][C:3]1[C:8]([NH2:9])=[CH:7][CH:6]=[CH:5][C:4]=1[C:12]1[O:16][C:15]([CH3:17])=[C:14]([C:18]([OH:20])=[O:19])[CH:13]=1. The yield is 0.920. (6) The reactants are O.[OH-].[Li+].C[O:5][C:6](=[O:36])[C:7]1[CH:12]=[CH:11][C:10]([CH2:13][CH2:14][C:15]([N:17]2[CH2:22][CH2:21][CH:20]([CH2:23][N:24]([C:28]([O:30][C:31]([CH3:34])([CH3:33])[CH3:32])=[O:29])[CH:25]3[CH2:27][CH2:26]3)[CH2:19][CH2:18]2)=[O:16])=[C:9]([CH3:35])[CH:8]=1.[OH-].[Na+]. The catalyst is C1COCC1.O. The product is [C:31]([O:30][C:28]([N:24]([CH2:23][CH:20]1[CH2:21][CH2:22][N:17]([C:15](=[O:16])[CH2:14][CH2:13][C:10]2[CH:11]=[CH:12][C:7]([C:6]([OH:36])=[O:5])=[CH:8][C:9]=2[CH3:35])[CH2:18][CH2:19]1)[CH:25]1[CH2:27][CH2:26]1)=[O:29])([CH3:34])([CH3:33])[CH3:32]. The yield is 0.910. (7) The reactants are [F:1][C:2]1[CH:7]=[CH:6][C:5]([CH2:8][C:9]2[CH:18]=[C:17]3[C:12]([C:13]([OH:26])=[C:14]([C:21](OCC)=[O:22])[C:15](=[O:20])[N:16]3[CH3:19])=[N:11][CH:10]=2)=[CH:4][CH:3]=1.[NH2:27][CH2:28][CH2:29][NH:30][C:31](=[O:33])[CH3:32]. No catalyst specified. The product is [C:31]([NH:30][CH2:29][CH2:28][NH:27][C:21]([C:14]1[C:15](=[O:20])[N:16]([CH3:19])[C:17]2[C:12]([C:13]=1[OH:26])=[N:11][CH:10]=[C:9]([CH2:8][C:5]1[CH:4]=[CH:3][C:2]([F:1])=[CH:7][CH:6]=1)[CH:18]=2)=[O:22])(=[O:33])[CH3:32]. The yield is 0.390. (8) The reactants are [Br:1][C:2]1[CH:7]=[CH:6][C:5]([NH:8][C:9](=[O:14])[C:10]([CH3:13])([CH3:12])[CH3:11])=[C:4]([C:15]2[C:20]([F:21])=[CH:19][CH:18]=[CH:17][N:16]=2)[CH:3]=1.C(OC(C(F)(F)F)=O)(C(F)(F)F)=O.[N+:35]([O-])([OH:37])=[O:36].CO. The catalyst is C(O)(C(F)(F)F)=O.O. The product is [Br:1][C:2]1[CH:7]=[C:6]([N+:35]([O-:37])=[O:36])[C:5]([NH:8][C:9](=[O:14])[C:10]([CH3:13])([CH3:12])[CH3:11])=[C:4]([C:15]2[C:20]([F:21])=[CH:19][CH:18]=[CH:17][N:16]=2)[CH:3]=1. The yield is 0.820. (9) The reactants are [CH2:1]([O:3][C:4]1[CH:9]=[CH:8][CH:7]=[CH:6][C:5]=1[C:10]1[CH:15]=[CH:14][C:13]([NH2:16])=[CH:12][C:11]=1[N+:17]([O-:19])=[O:18])[CH3:2].[CH3:20][C:21]([O:24][C:25](O[C:25]([O:24][C:21]([CH3:23])([CH3:22])[CH3:20])=[O:26])=[O:26])([CH3:23])[CH3:22]. No catalyst specified. The product is [C:21]([O:24][C:25](=[O:26])[NH:16][C:13]1[CH:14]=[CH:15][C:10]([C:5]2[CH:6]=[CH:7][CH:8]=[CH:9][C:4]=2[O:3][CH2:1][CH3:2])=[C:11]([N+:17]([O-:19])=[O:18])[CH:12]=1)([CH3:23])([CH3:22])[CH3:20]. The yield is 0.830.